The task is: Predict the reaction yield, written as a fraction of the theoretical maximum amount of product (1.0 means a 100% yield; for example, 0.34 means a 34% yield).. This data is from Reaction yield outcomes from USPTO patents with 853,638 reactions. (1) The reactants are [CH3:1][C:2]1[CH:7]=[CH:6][C:5]([C:8]([C:10]2[S:14][C:13]([NH2:15])=[N:12][C:11]=2[C:16]2[O:17][CH:18]=[CH:19][CH:20]=2)=[O:9])=[CH:4][N:3]=1.[C:21](O)(=[O:28])[C:22]1[CH:27]=[CH:26][N:25]=[CH:24][CH:23]=1.CCN=C=NCCCN(C)C.Cl.O.ON1C2C=CC=CC=2N=N1. The catalyst is CN(C=O)C.O. The product is [O:17]1[CH:18]=[CH:19][CH:20]=[C:16]1[C:11]1[N:12]=[C:13]([NH:15][C:21]([C:22]2[CH:27]=[CH:26][N:25]=[CH:24][CH:23]=2)=[O:28])[S:14][C:10]=1[C:8]([C:5]1[CH:6]=[CH:7][C:2]([CH3:1])=[N:3][CH:4]=1)=[O:9]. The yield is 0.620. (2) The reactants are [C:1]([O:5][C:6]([N:8]1[CH2:14][CH2:13][CH2:12][C@@H:11](O)[C:10]2[CH:16]=[C:17]([CH2:24][CH3:25])[C:18]([C:20]([F:23])([F:22])[F:21])=[CH:19][C:9]1=2)=[O:7])([CH3:4])([CH3:3])[CH3:2].C1(P([N:40]=[N+:41]=[N-:42])(C2C=CC=CC=2)=O)C=CC=CC=1.C1CCN2C(=NCCC2)CC1. The catalyst is C1(C)C=CC=CC=1. The product is [C:1]([O:5][C:6]([N:8]1[CH2:14][CH2:13][CH2:12][C@H:11]([N:40]=[N+:41]=[N-:42])[C:10]2[CH:16]=[C:17]([CH2:24][CH3:25])[C:18]([C:20]([F:23])([F:22])[F:21])=[CH:19][C:9]1=2)=[O:7])([CH3:4])([CH3:3])[CH3:2]. The yield is 0.710. (3) The reactants are [CH3:1][O:2][C:3]1[CH:8]=[C:7]([O:9][CH3:10])[N:6]=[C:5]([O:11][CH:12]([CH:16]([CH3:18])[CH3:17])[C:13]([OH:15])=O)[N:4]=1.[CH:19]1[CH:20]=[CH:21]C2N(O)N=[N:25][C:23]=2[CH:24]=1.N1CCCCC1.CCN=C=NCCCN(C)C.Cl. No catalyst specified. The product is [CH3:10][O:9][C:7]1[CH:8]=[C:3]([O:2][CH3:1])[N:4]=[C:5]([O:11][CH:12]([CH:16]([CH3:18])[CH3:17])[C:13]([N:25]2[CH2:21][CH2:20][CH2:19][CH2:24][CH2:23]2)=[O:15])[N:6]=1. The yield is 0.430. (4) The reactants are [NH:1]1[C:9]2[C:4](=[C:5]([C:10]([N:12]3[CH2:17][CH2:16][O:15][CH2:14][CH2:13]3)=[O:11])[CH:6]=[CH:7][CH:8]=2)[CH:3]=[CH:2]1.[OH-].[K+].Br[CH2:21][CH2:22][O:23][CH3:24]. The catalyst is CS(C)=O. The product is [CH3:24][O:23][CH2:22][CH2:21][N:1]1[C:9]2[C:4](=[C:5]([C:10]([N:12]3[CH2:13][CH2:14][O:15][CH2:16][CH2:17]3)=[O:11])[CH:6]=[CH:7][CH:8]=2)[CH:3]=[CH:2]1. The yield is 0.960. (5) The reactants are CO[C:3]([C:5]1[C:13]([NH:14][C:15]2[CH:20]=[CH:19][C:18]([Br:21])=[CH:17][C:16]=2[Cl:22])=[C:12]([Cl:23])[C:8]2[N:9]=CNC=2[CH:6]=1)=[O:4].[CH3:24][O:25]C(C1C(NC2C=CC(Br)=CC=2)=C(Cl)C2N=CNC=2C=1)=O.C1C(=O)[N:50](Cl)C(=O)C1.Cl.[C:55](=[O:58])(O)[O-].[Na+].OS([O-])=O.[Na+].[CH3:65][N:66]([CH:68]=O)[CH3:67]. The catalyst is O. The product is [OH:25][CH2:24][CH2:55][O:58][NH:50][C:3]([C:5]1[C:13]([NH:14][C:15]2[CH:20]=[CH:19][C:18]([Br:21])=[CH:17][C:16]=2[Cl:22])=[C:12]([Cl:23])[C:8]2[N:9]=[CH:68][N:66]([CH3:65])[C:67]=2[CH:6]=1)=[O:4]. The yield is 0.570. (6) The reactants are [Cl:1][C:2]1[CH:3]=[C:4]([CH:7]=[C:8]([C:10]([F:13])([F:12])[F:11])[CH:9]=1)[CH:5]=O.[CH3:14][NH2:15].[BH4-].[Na+].O. The catalyst is CO. The product is [ClH:1].[Cl:1][C:2]1[CH:3]=[C:4]([CH2:5][NH:15][CH3:14])[CH:7]=[C:8]([C:10]([F:13])([F:12])[F:11])[CH:9]=1. The yield is 0.750.